Predict the reactants needed to synthesize the given product. From a dataset of Full USPTO retrosynthesis dataset with 1.9M reactions from patents (1976-2016). (1) Given the product [Br:1][C:2]1[CH:9]=[CH:8][C:7]([I:10])=[CH:6][C:3]=1[CH2:4][O:5][Si:20]([C:17]([CH3:19])([CH3:18])[CH3:16])([CH3:22])[CH3:21], predict the reactants needed to synthesize it. The reactants are: [Br:1][C:2]1[CH:9]=[CH:8][C:7]([I:10])=[CH:6][C:3]=1[CH2:4][OH:5].N1C=CN=C1.[CH3:16][C:17]([Si:20](Cl)([CH3:22])[CH3:21])([CH3:19])[CH3:18]. (2) Given the product [C:9]([N:12]1[C:21]2[C:16](=[CH:17][C:18]([C:22]#[N:23])=[CH:19][CH:20]=2)[CH:15]([NH:24][C:2]2[CH:7]=[CH:6][CH:5]=[C:4]([CH3:8])[N:3]=2)[CH:14]([CH3:25])[CH:13]1[CH:26]1[CH2:28][CH2:27]1)(=[O:11])[CH3:10], predict the reactants needed to synthesize it. The reactants are: Br[C:2]1[CH:7]=[CH:6][CH:5]=[C:4]([CH3:8])[N:3]=1.[C:9]([N:12]1[C:21]2[C:16](=[CH:17][C:18]([C:22]#[N:23])=[CH:19][CH:20]=2)[CH:15]([NH2:24])[CH:14]([CH3:25])[CH:13]1[CH:26]1[CH2:28][CH2:27]1)(=[O:11])[CH3:10].CN(C1C(C2C(P(C3CCCCC3)C3CCCCC3)=CC=CC=2)=CC=CC=1)C.CC(C)([O-])C.[Na+]. (3) Given the product [F:1][C:2]1[CH:3]=[C:4]([CH:5]=[CH:6][C:7]=1[CH3:8])[O:9][C:11]1[CH:18]=[CH:17][C:14]([CH:15]=[O:16])=[CH:13][CH:12]=1, predict the reactants needed to synthesize it. The reactants are: [F:1][C:2]1[CH:3]=[C:4]([OH:9])[CH:5]=[CH:6][C:7]=1[CH3:8].F[C:11]1[CH:18]=[CH:17][C:14]([CH:15]=[O:16])=[CH:13][CH:12]=1.